Dataset: Full USPTO retrosynthesis dataset with 1.9M reactions from patents (1976-2016). Task: Predict the reactants needed to synthesize the given product. (1) Given the product [CH2:1]([O:8][C:9]1[CH:14]=[CH:13][C:12]([C:15]2[NH:27][C:18]3[CH:19]=[C:20]([C:22]([O:24][CH2:25][CH3:26])=[O:23])[S:21][C:17]=3[CH:16]=2)=[CH:11][CH:10]=1)[C:2]1[CH:7]=[CH:6][CH:5]=[CH:4][CH:3]=1, predict the reactants needed to synthesize it. The reactants are: [CH2:1]([O:8][C:9]1[CH:14]=[CH:13][C:12](/[CH:15]=[CH:16]/[C:17]2[S:21][C:20]([C:22]([O:24][CH2:25][CH3:26])=[O:23])=[CH:19][C:18]=2[N+:27]([O-])=O)=[CH:11][CH:10]=1)[C:2]1[CH:7]=[CH:6][CH:5]=[CH:4][CH:3]=1. (2) Given the product [NH:3]1[CH:7]=[CH:6][CH:5]=[C:4]1[C:8]1[O:9][C:12]([SH:13])=[N:11][N:10]=1, predict the reactants needed to synthesize it. The reactants are: [OH-].[K+].[NH:3]1[CH:7]=[CH:6][CH:5]=[C:4]1[C:8]([NH:10][NH2:11])=[O:9].[C:12](=S)=[S:13].Cl. (3) Given the product [F:35][C:36]1[CH:43]=[CH:42][C:41]([F:44])=[CH:40][C:37]=1[CH2:38][NH:8][C:9]1[CH:14]=[CH:13][C:12]([F:15])=[C:11]([C:16]2[C:20]([C:21]3[CH:26]=[CH:25][N:24]=[CH:23][CH:22]=3)=[CH:19][NH:18][N:17]=2)[C:10]=1[F:27], predict the reactants needed to synthesize it. The reactants are: C([N:8](CC1C=CC=CC=1)[C:9]1[CH:14]=[CH:13][C:12]([F:15])=[C:11]([C:16]2[C:20]([C:21]3[CH:26]=[CH:25][N:24]=[CH:23][CH:22]=3)=[CH:19][NH:18][N:17]=2)[C:10]=1[F:27])C1C=CC=CC=1.[F:35][C:36]1[CH:43]=[CH:42][C:41]([F:44])=[CH:40][C:37]=1[CH:38]=O.C([BH3-])#N.[Na+].C([O-])([O-])=O.[Na+].[Na+]. (4) Given the product [OH:12][CH2:11][C@H:2]1[C@H:3]([C:5]2[CH:6]=[CH:7][CH:8]=[CH:9][CH:10]=2)[O:4][C:13](=[O:14])[NH:1]1, predict the reactants needed to synthesize it. The reactants are: [NH2:1][C@@H:2]([CH2:11][OH:12])[C@H:3]([C:5]1[CH:10]=[CH:9][CH:8]=[CH:7][CH:6]=1)[OH:4].[C:13](=O)(OCC)[O:14]CC.C([O-])([O-])=O.[K+].[K+].